This data is from Catalyst prediction with 721,799 reactions and 888 catalyst types from USPTO. The task is: Predict which catalyst facilitates the given reaction. Reactant: [C:1]([O:5][C:6](=[O:14])[NH:7][CH:8]1[CH2:12][CH2:11][C:10](=[O:13])[CH2:9]1)([CH3:4])([CH3:3])[CH3:2].[BH4-].[Na+]. Product: [OH:13][CH:10]1[CH2:11][CH2:12][CH:8]([NH:7][C:6](=[O:14])[O:5][C:1]([CH3:3])([CH3:2])[CH3:4])[CH2:9]1. The catalyst class is: 5.